From a dataset of Peptide-MHC class II binding affinity with 134,281 pairs from IEDB. Regression. Given a peptide amino acid sequence and an MHC pseudo amino acid sequence, predict their binding affinity value. This is MHC class II binding data. The peptide sequence is EPGHLAPTGMFVAGA. The MHC is DRB1_0301 with pseudo-sequence DRB1_0301. The binding affinity (normalized) is 0.104.